The task is: Binary Classification. Given a T-cell receptor sequence (or CDR3 region) and an epitope sequence, predict whether binding occurs between them.. This data is from TCR-epitope binding with 47,182 pairs between 192 epitopes and 23,139 TCRs. (1) The epitope is GPGHKARVL. The TCR CDR3 sequence is CASSLETGTEAFF. Result: 1 (the TCR binds to the epitope). (2) The epitope is GPGHKARVL. The TCR CDR3 sequence is CASSGQDSTQYF. Result: 1 (the TCR binds to the epitope). (3) The epitope is TLIGDCATV. The TCR CDR3 sequence is CASMVVLAGAYEQYF. Result: 1 (the TCR binds to the epitope). (4) The epitope is LLWNGPMAV. The TCR CDR3 sequence is CASSFLAGGNEQFF. Result: 1 (the TCR binds to the epitope). (5) The epitope is KEIDRLNEV. The TCR CDR3 sequence is CASSWSSAGGPSYEQYF. Result: 0 (the TCR does not bind to the epitope). (6) The epitope is FLPRVFSAV. The TCR CDR3 sequence is CASGAASYNEQFF. Result: 1 (the TCR binds to the epitope). (7) The epitope is AVFDRKSDAK. The TCR CDR3 sequence is CASSQDDRRGSYNEQFF. Result: 1 (the TCR binds to the epitope). (8) The epitope is SSNVANYQK. The TCR CDR3 sequence is CSVGGQNTGELFF. Result: 0 (the TCR does not bind to the epitope). (9) The epitope is AMFWSVPTV. The TCR CDR3 sequence is CASRWTATSYGYTF. Result: 0 (the TCR does not bind to the epitope).